Dataset: Full USPTO retrosynthesis dataset with 1.9M reactions from patents (1976-2016). Task: Predict the reactants needed to synthesize the given product. (1) The reactants are: F[C:2]1[CH:7]=[C:6](F)[CH:5]=[CH:4][C:3]=1[N+:9]([O-:11])=[O:10].[Cl:12][C:13]1[CH:14]=[C:15]([CH:18]=[C:19]([Cl:21])[CH:20]=1)[CH2:16][NH2:17].[CH:22]([N:25](CC)[CH:26]([CH3:28])C)([CH3:24])C.C(#[N:33])C. Given the product [ClH:12].[Cl:12][C:13]1[CH:14]=[C:15]([CH:18]=[C:19]([Cl:21])[CH:20]=1)[CH2:16][NH:17][C:2]1[CH:7]=[C:6]([N:33]2[CH2:28][CH2:26][NH:25][CH2:22][CH2:24]2)[CH:5]=[CH:4][C:3]=1[N+:9]([O-:11])=[O:10], predict the reactants needed to synthesize it. (2) Given the product [CH2:25]([N:22]1[CH2:21][CH2:20][N:19]([C:14]2[C:15]([CH3:18])=[C:16]([CH3:17])[C:11]3[O:10][C:9]([CH3:34])([CH3:33])[CH:8]([C:5]4[CH:6]=[N:7][C:2]([F:1])=[CH:3][CH:4]=4)[C:12]=3[C:13]=2[CH3:32])[CH2:24][CH2:23]1)[C:26]1[CH:27]=[CH:28][CH:29]=[CH:30][CH:31]=1, predict the reactants needed to synthesize it. The reactants are: [F:1][C:2]1[N:7]=[CH:6][C:5]([C:8]2(O)[C:12]3[C:13]([CH3:32])=[C:14]([N:19]4[CH2:24][CH2:23][N:22]([CH2:25][C:26]5[CH:31]=[CH:30][CH:29]=[CH:28][CH:27]=5)[CH2:21][CH2:20]4)[C:15]([CH3:18])=[C:16]([CH3:17])[C:11]=3[O:10][C:9]2([CH3:34])[CH3:33])=[CH:4][CH:3]=1. (3) Given the product [CH2:7]([C:14]1[C:23]2[C:18](=[CH:19][CH:20]=[CH:21][CH:22]=2)[C:17]([N:30]2[CH2:29][CH2:28][NH:27][C@H:26]([CH3:25])[CH2:31]2)=[N:16][N:15]=1)[C:8]1[CH:13]=[CH:12][CH:11]=[CH:10][CH:9]=1, predict the reactants needed to synthesize it. The reactants are: C([O-])([O-])=O.[Na+].[Na+].[CH2:7]([C:14]1[C:23]2[C:18](=[CH:19][CH:20]=[CH:21][CH:22]=2)[C:17](Cl)=[N:16][N:15]=1)[C:8]1[CH:13]=[CH:12][CH:11]=[CH:10][CH:9]=1.[CH3:25][C@@H:26]1[CH2:31][NH:30][CH2:29][CH2:28][NH:27]1. (4) Given the product [F:7][C:8]1[CH:13]=[CH:12][C:11]([CH3:14])=[C:10]([CH2:15][CH:16]([NH2:18])[CH3:17])[CH:9]=1, predict the reactants needed to synthesize it. The reactants are: B(F)(F)F.[BH4-].[Na+].[F:7][C:8]1[CH:13]=[CH:12][C:11]([CH3:14])=[C:10]([CH:15]=[C:16]([N+:18]([O-])=O)[CH3:17])[CH:9]=1.